From a dataset of Blood-brain barrier permeability regression values from the B3DB database. Regression/Classification. Given a drug SMILES string, predict its absorption, distribution, metabolism, or excretion properties. Task type varies by dataset: regression for continuous measurements (e.g., permeability, clearance, half-life) or binary classification for categorical outcomes (e.g., BBB penetration, CYP inhibition). For this dataset (b3db_regression), we predict Y. (1) The molecule is CN(C)C[C@H]1CCCC[C@@]1(C2=CC(=CC=C2)OC)O. The Y is 0.700 log(BB ratio). (2) The compound is C1=CC=C(C(=C1)C2=NC(C(=O)NC3=C2C=C(C=C3)Cl)O)Cl. The Y is 0.440 log(BB ratio).